From a dataset of Full USPTO retrosynthesis dataset with 1.9M reactions from patents (1976-2016). Predict the reactants needed to synthesize the given product. (1) Given the product [Cl:3][C:4]1[CH:5]=[C:6](/[CH:16]=[CH:17]/[C:18]([O:20][CH2:21][CH3:22])=[O:19])[CH:7]=[N:8][C:9]=1[NH:10][C@@H:11]1[CH2:15][CH2:14][N:13]([C:28](=[O:29])[C:27]2[CH:31]=[CH:32][C:24]([Cl:23])=[CH:25][CH:26]=2)[CH2:12]1, predict the reactants needed to synthesize it. The reactants are: Cl.Cl.[Cl:3][C:4]1[CH:5]=[C:6](/[CH:16]=[CH:17]/[C:18]([O:20][CH2:21][CH3:22])=[O:19])[CH:7]=[N:8][C:9]=1[NH:10][C@@H:11]1[CH2:15][CH2:14][NH:13][CH2:12]1.[Cl:23][C:24]1[CH:32]=[CH:31][C:27]([C:28](Cl)=[O:29])=[CH:26][CH:25]=1.CCN(CC)CC.CCOC(C)=O. (2) Given the product [C:16]([O:20][C:21](=[O:22])[NH:23][C@H:24]([C:25](=[O:26])[NH:15][C:4]1[CH:3]=[C:2]([F:1])[CH:7]=[CH:6][C:5]=1[NH:8][C:9]1[CH:14]=[CH:13][CH:12]=[CH:11][CH:10]=1)[CH3:28])([CH3:17])([CH3:18])[CH3:19], predict the reactants needed to synthesize it. The reactants are: [F:1][C:2]1[CH:3]=[C:4]([NH2:15])[C:5]([NH:8][C:9]2[CH:14]=[CH:13][CH:12]=[CH:11][CH:10]=2)=[CH:6][CH:7]=1.[C:16]([O:20][C:21]([NH:23][C@@H:24]([CH3:28])[C:25](O)=[O:26])=[O:22])([CH3:19])([CH3:18])[CH3:17].C1C=NC2N(O)N=NC=2C=1.CN1CCOCC1.Cl.CN(C)CCCN=C=NCC. (3) Given the product [Br:3][C:4]1[CH:9]=[CH:8][C:7]([O:10][C:14](=[O:15])[CH:13]=[C:12]([CH3:17])[CH3:11])=[CH:6][CH:5]=1, predict the reactants needed to synthesize it. The reactants are: [H-].[Na+].[Br:3][C:4]1[CH:9]=[CH:8][C:7]([OH:10])=[CH:6][CH:5]=1.[CH3:11][C:12]([CH3:17])=[CH:13][C:14](Cl)=[O:15].C(OCC)(=O)C. (4) The reactants are: [CH3:1][C:2]1([CH3:19])[C:10]2[C:5](=[CH:6][C:7]([N+:15]([O-:17])=[O:16])=[C:8]([NH:11]C(=O)C)[CH:9]=2)[NH:4][C:3]1=[O:18].Br[CH2:21][CH:22]1[CH2:26][CH2:25][CH2:24][O:23]1.C([O-])([O-])=O.[K+].[K+].C1CCN2C(=NCCC2)CC1. Given the product [NH2:11][C:8]1[CH:9]=[C:10]2[C:5](=[CH:6][C:7]=1[N+:15]([O-:17])=[O:16])[N:4]([CH2:21][CH:22]1[CH2:26][CH2:25][CH2:24][O:23]1)[C:3](=[O:18])[C:2]2([CH3:1])[CH3:19], predict the reactants needed to synthesize it. (5) Given the product [F:26][C:23]1[CH:22]=[CH:21][C:20]([CH2:19][N:16]2[N:15]3[C:7](=[CH:8][C:9]4[C:14]3=[CH:13][CH:12]=[CH:11][CH:10]=4)[C:6]([OH:27])=[C:5]([C:3]([NH:28][C@@H:29]([CH3:30])[C:31]([OH:33])=[O:32])=[O:4])[C:17]2=[O:18])=[CH:25][CH:24]=1, predict the reactants needed to synthesize it. The reactants are: CO[C:3]([C:5]1[C:17](=[O:18])[N:16]([CH2:19][C:20]2[CH:25]=[CH:24][C:23]([F:26])=[CH:22][CH:21]=2)[N:15]2[C:7](=[CH:8][C:9]3[C:14]2=[CH:13][CH:12]=[CH:11][CH:10]=3)[C:6]=1[OH:27])=[O:4].[NH2:28][C@H:29]([C:31]([OH:33])=[O:32])[CH3:30].C[O-].[Na+]. (6) Given the product [Cl:25][C:26]1[CH:31]=[CH:30][C:29]([S:32]([NH:24][C:20]2[CH:21]=[N:22][CH:23]=[C:18]([C:16]3[CH:15]=[CH:14][C:10]4[N:11]=[CH:12][N:13]=[C:8]([O:7][CH:4]5[CH2:5][CH2:6][O:1][CH2:2][CH2:3]5)[C:9]=4[N:17]=3)[CH:19]=2)(=[O:33])=[O:34])=[C:28]([F:36])[CH:27]=1, predict the reactants needed to synthesize it. The reactants are: [O:1]1[CH2:6][CH2:5][CH:4]([O:7][C:8]2[C:9]3[N:17]=[C:16]([C:18]4[CH:19]=[C:20]([NH2:24])[CH:21]=[N:22][CH:23]=4)[CH:15]=[CH:14][C:10]=3[N:11]=[CH:12][N:13]=2)[CH2:3][CH2:2]1.[Cl:25][C:26]1[CH:31]=[CH:30][C:29]([S:32](Cl)(=[O:34])=[O:33])=[C:28]([F:36])[CH:27]=1. (7) Given the product [C:33](=[O:40])([O:38][CH3:39])[O:34][CH:35]([O:23][C:22]1[N:21]([CH3:24])[N:20]=[C:19]([CH3:25])[C:18]=1[C:16](=[O:17])[C:8]1[CH:9]=[CH:10][C:11]([S:12]([CH3:15])(=[O:14])=[O:13])=[C:6]([O:5][CH2:4][CH2:3][O:2][CH3:1])[C:7]=1[CH3:26])[CH3:36], predict the reactants needed to synthesize it. The reactants are: [CH3:1][O:2][CH2:3][CH2:4][O:5][C:6]1[C:7]([CH3:26])=[C:8]([C:16]([C:18]2[C:19]([CH3:25])=[N:20][N:21]([CH3:24])[C:22]=2[OH:23])=[O:17])[CH:9]=[CH:10][C:11]=1[S:12]([CH3:15])(=[O:14])=[O:13].C(=O)([O-])[O-].[K+].[K+].[C:33](=[O:40])([O:38][CH3:39])[O:34][CH:35](Cl)[CH3:36].O.